Predict which catalyst facilitates the given reaction. From a dataset of Catalyst prediction with 721,799 reactions and 888 catalyst types from USPTO. (1) Reactant: COC(=O)CC[CH2:6][CH2:7][CH2:8][CH:9]=[C:10]1[CH2:14][CH2:13][CH2:12][C:11]1=[O:15].Cl.[C:18](=O)(O)[O-].[Na+].[C:23]([O:26][CH2:27]C)(=[O:25])[CH3:24]. Product: [CH3:27][O:26][C:23](=[O:25])[CH2:24][CH2:6][CH2:7][CH2:8][CH:9]([C:10]1[C:11](=[O:15])[CH2:12][CH2:13][CH:14]=1)[CH3:18]. The catalyst class is: 5. (2) Product: [Br:1][C:2]1[S:3][CH:4]=[C:5]([CH2:7][O:8][C:12]2[CH:17]=[CH:16][N:15]([C:18]3[CH:19]=[CH:20][C:21]4[N:25]=[C:24]([CH:26]5[CH2:28][CH2:27]5)[N:23]([CH3:29])[C:22]=4[CH:30]=3)[C:14](=[O:31])[CH:13]=2)[N:6]=1. Reactant: [Br:1][C:2]1[S:3][CH:4]=[C:5]([CH2:7][OH:8])[N:6]=1.[H-].[Na+].Br[C:12]1[CH:17]=[CH:16][N:15]([C:18]2[CH:19]=[CH:20][C:21]3[N:25]=[C:24]([CH:26]4[CH2:28][CH2:27]4)[N:23]([CH3:29])[C:22]=3[CH:30]=2)[C:14](=[O:31])[CH:13]=1. The catalyst class is: 44. (3) Reactant: [NH2:1][C:2]1[CH:3]=[C:4]([CH:13]=[C:14](Br)[CH:15]=1)[C:5]([NH:7][CH2:8][CH2:9][N:10]([CH3:12])[CH3:11])=[O:6].[C:17]([Si:19]([CH:26]([CH3:28])[CH3:27])([CH:23]([CH3:25])[CH3:24])[CH:20]([CH3:22])[CH3:21])#[CH:18]. Product: [NH2:1][C:2]1[CH:3]=[C:4]([CH:13]=[C:14]([C:18]#[C:17][Si:19]([CH:20]([CH3:22])[CH3:21])([CH:26]([CH3:28])[CH3:27])[CH:23]([CH3:25])[CH3:24])[CH:15]=1)[C:5]([NH:7][CH2:8][CH2:9][N:10]([CH3:12])[CH3:11])=[O:6]. The catalyst class is: 441. (4) Reactant: [F:1][C:2]([F:26])([F:25])[O:3][C:4]1[CH:9]=[CH:8][C:7]([N:10]2[CH:14]=[N:13][C:12]([C:15]3[CH:16]=[C:17]4[C:21](=[CH:22][CH:23]=3)[CH2:20][CH:19]([NH2:24])[CH2:18]4)=[N:11]2)=[CH:6][CH:5]=1.[C:27](=O)(O)[O-:28].[Na+].ClC(Cl)(OC(=O)OC(Cl)(Cl)Cl)Cl. Product: [N:24]([CH:19]1[CH2:18][C:17]2[C:21](=[CH:22][CH:23]=[C:15]([C:12]3[N:13]=[CH:14][N:10]([C:7]4[CH:8]=[CH:9][C:4]([O:3][C:2]([F:1])([F:25])[F:26])=[CH:5][CH:6]=4)[N:11]=3)[CH:16]=2)[CH2:20]1)=[C:27]=[O:28]. The catalyst class is: 46.